Predict the reaction yield, written as a fraction of the theoretical maximum amount of product (1.0 means a 100% yield; for example, 0.34 means a 34% yield). From a dataset of Reaction yield outcomes from USPTO patents with 853,638 reactions. (1) The catalyst is O1CCOCC1.[Pd].C1(P(C2C=CC=CC=2)C2C=CC=CC=2)C=CC=CC=1.C1(P(C2C=CC=CC=2)C2C=CC=CC=2)C=CC=CC=1.C1(P(C2C=CC=CC=2)C2C=CC=CC=2)C=CC=CC=1.C1(P(C2C=CC=CC=2)C2C=CC=CC=2)C=CC=CC=1. The product is [F:22][C:17]1[CH:18]=[CH:19][CH:20]=[CH:21][C:16]=1[N:15]1[C:11]([S:8]([C:5]2[CH:6]=[N:7][C:2]([CH3:33])=[CH:3][CH:4]=2)(=[O:10])=[O:9])=[CH:12][C:13]([CH2:23][N:24]([CH3:32])[C:25](=[O:31])[O:26][C:27]([CH3:30])([CH3:29])[CH3:28])=[N:14]1. The yield is 0.460. The reactants are Cl[C:2]1[N:7]=[CH:6][C:5]([S:8]([C:11]2[N:15]([C:16]3[CH:21]=[CH:20][CH:19]=[CH:18][C:17]=3[F:22])[N:14]=[C:13]([CH2:23][N:24]([CH3:32])[C:25](=[O:31])[O:26][C:27]([CH3:30])([CH3:29])[CH3:28])[CH:12]=2)(=[O:10])=[O:9])=[CH:4][CH:3]=1.[CH3:33]B(O)O.C(=O)([O-])[O-].[K+].[K+].S([O-])([O-])(=O)=O.[Na+].[Na+]. (2) The yield is 0.250. The catalyst is C(O)(=O)C.Br. The product is [CH2:1]([NH:8][C:9]([N:11]1[CH:21]2[N:15]([N:16]([CH3:49])[C@@H:17]([CH2:34][C:35]3[CH:36]=[CH:37][C:38]([OH:41])=[CH:39][CH:40]=3)[C:18](=[O:33])[N:19]([CH2:22][C:23]3[C:32]4[C:27](=[CH:28][CH:29]=[CH:30][CH:31]=4)[CH:26]=[CH:25][CH:24]=3)[CH2:20]2)[C:14](=[O:50])[CH2:13][CH2:12]1)=[O:10])[C:2]1[CH:7]=[CH:6][CH:5]=[CH:4][CH:3]=1. The reactants are [CH2:1]([NH:8][C:9]([N:11]1[CH:21]2[N:15]([N:16]([CH3:49])[C@@H:17]([CH2:34][C:35]3[CH:40]=[CH:39][C:38]([O:41]CC4C=CC=CC=4)=[CH:37][CH:36]=3)[C:18](=[O:33])[N:19]([CH2:22][C:23]3[C:32]4[C:27](=[CH:28][CH:29]=[CH:30][CH:31]=4)[CH:26]=[CH:25][CH:24]=3)[CH2:20]2)[C:14](=[O:50])[CH2:13][CH2:12]1)=[O:10])[C:2]1[CH:7]=[CH:6][CH:5]=[CH:4][CH:3]=1.CCOCC.CCCCCC. (3) The reactants are [F:1][C:2]1[CH:3]=[CH:4][C:5]([OH:28])=[C:6]([CH:27]=1)[C:7]([NH:9][C:10]1[C:11]([C:23]([O:25]C)=[O:24])=[C:12]([C:15]2[CH:20]=[CH:19][C:18]([CH3:21])=[CH:17][C:16]=2[F:22])[S:13][CH:14]=1)=[O:8].[OH-].[Li+]. The catalyst is O1CCCC1.CO.O. The product is [F:1][C:2]1[CH:3]=[CH:4][C:5]([OH:28])=[C:6]([CH:27]=1)[C:7]([NH:9][C:10]1[C:11]([C:23]([OH:25])=[O:24])=[C:12]([C:15]2[CH:20]=[CH:19][C:18]([CH3:21])=[CH:17][C:16]=2[F:22])[S:13][CH:14]=1)=[O:8]. The yield is 0.650. (4) The reactants are [F:1][C:2]1[CH:3]=[CH:4][C:5]([CH3:19])=[C:6]([C:8]2[CH:17]=[C:16]3[C:11]([CH:12]=[C:13]([NH2:18])[N:14]=[CH:15]3)=[CH:10][CH:9]=2)[CH:7]=1.C(Cl)Cl.N1C=CC=CC=1.[C:29]1([C@@H:35]2[CH2:37][C@H:36]2[C:38](Cl)=[O:39])[CH:34]=[CH:33][CH:32]=[CH:31][CH:30]=1. No catalyst specified. The product is [F:1][C:2]1[CH:3]=[CH:4][C:5]([CH3:19])=[C:6]([C:8]2[CH:17]=[C:16]3[C:11]([CH:12]=[C:13]([NH:18][C:38]([CH:36]4[CH2:37][CH:35]4[C:29]4[CH:34]=[CH:33][CH:32]=[CH:31][CH:30]=4)=[O:39])[N:14]=[CH:15]3)=[CH:10][CH:9]=2)[CH:7]=1. The yield is 0.370.